From a dataset of Aqueous solubility values for 9,982 compounds from the AqSolDB database. Regression/Classification. Given a drug SMILES string, predict its absorption, distribution, metabolism, or excretion properties. Task type varies by dataset: regression for continuous measurements (e.g., permeability, clearance, half-life) or binary classification for categorical outcomes (e.g., BBB penetration, CYP inhibition). For this dataset (solubility_aqsoldb), we predict Y. (1) The drug is CC(=O)OCCc1ccccc1. The Y is -2.23 log mol/L. (2) The molecule is O=C(O)[C@H](O)[C@@H](O)C(=O)O.[Ca+2]. The Y is -2.60 log mol/L. (3) The drug is CN(C)CCOCCO. The Y is -0.124 log mol/L. (4) The molecule is CC1(C)OCC(COC(=O)c2ccccc2C(=O)O)O1. The Y is -1.23 log mol/L. (5) The compound is CCOP(=O)(Oc1ccc(Cl)cc1Cl)Oc1ccc(Cl)cc1Cl. The Y is -5.77 log mol/L.